Dataset: Full USPTO retrosynthesis dataset with 1.9M reactions from patents (1976-2016). Task: Predict the reactants needed to synthesize the given product. (1) Given the product [CH:1]1[C:13]2[CH:12]([CH2:14][O:15][C:16]([N:18]3[CH2:23][CH2:22][C:21]([C:24]([Cl:36])=[O:25])([C:27]4[CH:28]=[CH:29][C:30]([Cl:33])=[CH:31][CH:32]=4)[CH2:20][CH2:19]3)=[O:17])[C:11]3[C:6](=[CH:7][CH:8]=[CH:9][CH:10]=3)[C:5]=2[CH:4]=[CH:3][CH:2]=1, predict the reactants needed to synthesize it. The reactants are: [CH:1]1[C:13]2[CH:12]([CH2:14][O:15][C:16]([N:18]3[CH2:23][CH2:22][C:21]([C:27]4[CH:32]=[CH:31][C:30]([Cl:33])=[CH:29][CH:28]=4)([C:24](O)=[O:25])[CH2:20][CH2:19]3)=[O:17])[C:11]3[C:6](=[CH:7][CH:8]=[CH:9][CH:10]=3)[C:5]=2[CH:4]=[CH:3][CH:2]=1.S(Cl)([Cl:36])=O. (2) The reactants are: [C:1]([NH:4][N:5]([C:13]1[CH:18]=[CH:17][C:16]([C:19]([O:21][CH2:22][CH3:23])=[O:20])=[CH:15][CH:14]=1)[C:6]([O:8][C:9]([CH3:12])([CH3:11])[CH3:10])=[O:7])(=[O:3])[CH3:2].[CH3:24]I.[H-].[Na+]. Given the product [C:1]([N:4]([CH3:24])[N:5]([C:13]1[CH:14]=[CH:15][C:16]([C:19]([O:21][CH2:22][CH3:23])=[O:20])=[CH:17][CH:18]=1)[C:6]([O:8][C:9]([CH3:12])([CH3:11])[CH3:10])=[O:7])(=[O:3])[CH3:2], predict the reactants needed to synthesize it.